From a dataset of Full USPTO retrosynthesis dataset with 1.9M reactions from patents (1976-2016). Predict the reactants needed to synthesize the given product. (1) Given the product [ClH:8].[Cl:8][C:9]1[CH:14]=[CH:13][C:12]([NH:15][C:16](=[O:17])[C@@H:18]2[CH2:22][CH2:21][CH2:20][NH:19]2)=[C:11]([CH:10]=1)[C:30]([O:32][CH3:33])=[O:31], predict the reactants needed to synthesize it. The reactants are: Cl.C(OCC)(=O)C.[Cl:8][C:9]1[CH:14]=[CH:13][C:12]([NH:15][C:16]([C@@H:18]2[CH2:22][CH2:21][CH2:20][N:19]2C(OC(C)(C)C)=O)=[O:17])=[C:11]([C:30]([O:32][CH3:33])=[O:31])[CH:10]=1. (2) Given the product [Cl:1][C:2]1[C:3]([NH:10][CH:11]2[CH2:12][CH2:13][CH:14]([C:17]3[CH:22]=[CH:21][CH:20]=[CH:19][CH:18]=3)[CH2:15][CH2:16]2)=[CH:4][N:5]=[N:6][C:7]=1[NH:8][NH:9][C:32](=[O:33])[CH2:31][CH:28]1[CH2:30][CH2:29]1, predict the reactants needed to synthesize it. The reactants are: [Cl:1][C:2]1[C:3]([NH:10][CH:11]2[CH2:16][CH2:15][CH:14]([C:17]3[CH:22]=[CH:21][CH:20]=[CH:19][CH:18]=3)[CH2:13][CH2:12]2)=[CH:4][N:5]=[N:6][C:7]=1[NH:8][NH2:9].C(=O)(O)[O-].[Na+].[CH:28]1([CH2:31][C:32](Cl)=[O:33])[CH2:30][CH2:29]1. (3) Given the product [CH:1]1([CH2:6][O:7][C:9]2[CH:10]=[C:11]([CH3:18])[CH:12]=[CH:13][C:14]=2[N+:15]([O-:17])=[O:16])[CH2:5][CH2:4][CH2:3][CH2:2]1.[CH:19]1([CH2:24][O:25][C:26]2[CH:32]=[C:31]([CH3:33])[CH:30]=[CH:29][C:27]=2[NH:28][C:6]([NH:34][C:35]2[S:36][CH:37]=[CH:38][N:39]=2)=[O:7])[CH2:20][CH2:21][CH2:22][CH2:23]1, predict the reactants needed to synthesize it. The reactants are: [CH:1]1([CH2:6][OH:7])[CH2:5][CH2:4][CH2:3][CH2:2]1.F[C:9]1[CH:10]=[C:11]([CH3:18])[CH:12]=[CH:13][C:14]=1[N+:15]([O-:17])=[O:16].[CH:19]1([CH2:24][O:25][C:26]2[CH:32]=[C:31]([CH3:33])[CH:30]=[CH:29][C:27]=2[NH2:28])[CH2:23][CH2:22][CH2:21][CH2:20]1.[NH2:34][C:35]1[S:36][CH:37]=[CH:38][N:39]=1. (4) Given the product [CH3:1][C:2]1[CH:3]=[C:4]([CH:9]=[CH:10][C:11]=1[C:12]1[S:13][CH:14]=[C:15]([CH3:17])[N:16]=1)[C:5]([OH:7])=[O:6], predict the reactants needed to synthesize it. The reactants are: [CH3:1][C:2]1[CH:3]=[C:4]([CH:9]=[CH:10][C:11]=1[C:12]1[S:13][CH:14]=[C:15]([CH3:17])[N:16]=1)[C:5]([O:7]C)=[O:6].[OH-].[Li+]. (5) Given the product [CH2:4]([N:11]1[CH2:16][CH:15]=[CH:14][CH2:13][CH:12]1[CH3:17])[C:5]1[CH:10]=[CH:9][CH:8]=[CH:7][CH:6]=1, predict the reactants needed to synthesize it. The reactants are: [BH4-].[Na+].[Br-].[CH2:4]([N+:11]1[CH:16]=[CH:15][CH:14]=[CH:13][C:12]=1[CH3:17])[C:5]1[CH:10]=[CH:9][CH:8]=[CH:7][CH:6]=1.O. (6) Given the product [Br:28][C:14]1[N:15]([CH2:18][C:19]2[CH:24]=[CH:23][C:22]([CH2:25][OH:26])=[CH:21][CH:20]=2)[C:16]2[C:12]([N:13]=1)=[C:11]([NH2:27])[N:10]=[C:9]([NH:8][CH2:7][C:4]1[CH:3]=[CH:2][N:1]=[CH:6][CH:5]=1)[N:17]=2, predict the reactants needed to synthesize it. The reactants are: [N:1]1[CH:6]=[CH:5][C:4]([CH2:7][NH:8][C:9]2[N:17]=[C:16]3[C:12]([N:13]=[CH:14][N:15]3[CH2:18][C:19]3[CH:24]=[CH:23][C:22]([CH2:25][OH:26])=[CH:21][CH:20]=3)=[C:11]([NH2:27])[N:10]=2)=[CH:3][CH:2]=1.[Br:28]Br.C([O-])(O)=O.[Na+].[O-]S([O-])(=S)=O.[Na+].[Na+]. (7) Given the product [OH:1][CH2:2][C:3]1[NH:20][CH:5]=[C:6]([O:10][CH2:11][C:12]2[CH:17]=[CH:16][C:15]([O:18][CH3:19])=[CH:14][CH:13]=2)[C:7](=[O:9])[CH:8]=1, predict the reactants needed to synthesize it. The reactants are: [OH:1][CH2:2][C:3]1O[CH:5]=[C:6]([O:10][CH2:11][C:12]2[CH:17]=[CH:16][C:15]([O:18][CH3:19])=[CH:14][CH:13]=2)[C:7](=[O:9])[CH:8]=1.[NH3:20].